From a dataset of Catalyst prediction with 721,799 reactions and 888 catalyst types from USPTO. Predict which catalyst facilitates the given reaction. Reactant: [CH3:1][N:2]1[C:6]([C:7]2[CH:15]=[C:14]3[C:10]([CH2:11][CH2:12][CH:13]3[NH:16][C:17](=[O:23])[O:18][C:19]([CH3:22])([CH3:21])[CH3:20])=[CH:9][CH:8]=2)=[C:5]([N+:24]([O-])=O)[CH:4]=[N:3]1.[NH4+].[Cl-].C([O-])(O)=O.[Na+]. Product: [NH2:24][C:5]1[CH:4]=[N:3][N:2]([CH3:1])[C:6]=1[C:7]1[CH:15]=[C:14]2[C:10]([CH2:11][CH2:12][CH:13]2[NH:16][C:17](=[O:23])[O:18][C:19]([CH3:20])([CH3:21])[CH3:22])=[CH:9][CH:8]=1. The catalyst class is: 314.